From a dataset of Reaction yield outcomes from USPTO patents with 853,638 reactions. Predict the reaction yield, written as a fraction of the theoretical maximum amount of product (1.0 means a 100% yield; for example, 0.34 means a 34% yield). (1) The reactants are Br[CH2:2][C:3]1[CH:4]=[C:5]([CH:8]=[C:9]([N+:11]([O-:13])=[O:12])[CH:10]=1)[C:6]#[N:7].[NH:14]1[CH2:18][CH2:17][CH2:16][CH2:15]1.C(N(CC)CC)C. The catalyst is C(Cl)Cl. The product is [N+:11]([C:9]1[CH:8]=[C:5]([CH:4]=[C:3]([CH2:2][N:14]2[CH2:18][CH2:17][CH2:16][CH2:15]2)[CH:10]=1)[C:6]#[N:7])([O-:13])=[O:12]. The yield is 0.900. (2) The reactants are [N:1]1([C:7]2[CH:8]=[C:9]([NH:19][C:20]3[N:25]=[C:24]([NH:26][CH3:27])[CH:23]=[CH:22][N:21]=3)[CH:10]=[C:11]([N:13]3[CH2:18][CH2:17][O:16][CH2:15][CH2:14]3)[CH:12]=2)[CH2:6][CH2:5][O:4][CH2:3][CH2:2]1.[Cl:28][C:29]1[CH:34]=[CH:33][C:32](Br)=[CH:31][CH:30]=1.C(=O)([O-])[O-].[K+].[K+].CC1(C)C2C(=C(P(C3C=CC=CC=3)C3C=CC=CC=3)C=CC=2)OC2C(P(C3C=CC=CC=3)C3C=CC=CC=3)=CC=CC1=2. The catalyst is C1(C)C=CC=CC=1.C1C=CC(/C=C/C(/C=C/C2C=CC=CC=2)=O)=CC=1.C1C=CC(/C=C/C(/C=C/C2C=CC=CC=2)=O)=CC=1.C1C=CC(/C=C/C(/C=C/C2C=CC=CC=2)=O)=CC=1.[Pd].[Pd]. The product is [Cl:28][C:29]1[CH:34]=[CH:33][C:32]([N:26]([CH3:27])[C:24]2[CH:23]=[CH:22][N:21]=[C:20]([NH:19][C:9]3[CH:10]=[C:11]([N:13]4[CH2:18][CH2:17][O:16][CH2:15][CH2:14]4)[CH:12]=[C:7]([N:1]4[CH2:6][CH2:5][O:4][CH2:3][CH2:2]4)[CH:8]=3)[N:25]=2)=[CH:31][CH:30]=1. The yield is 0.210. (3) The reactants are [Cl:1][C:2]1[CH:9]=[CH:8][CH:7]=[CH:6][C:3]=1[CH:4]=[O:5].[CH:10]([Mg]Br)([CH3:12])[CH3:11]. The catalyst is CCOCC. The product is [Cl:1][C:2]1[CH:9]=[CH:8][CH:7]=[CH:6][C:3]=1[CH:4]([OH:5])[CH:10]([CH3:12])[CH3:11]. The yield is 0.410. (4) The reactants are [Br:1]Br.[CH3:3][C:4]1([CH3:16])[C:8](=[O:9])[C:7]2[CH:10]=[CH:11][C:12]([CH3:15])=[C:13]([CH3:14])[C:6]=2[O:5]1.S([O-])([O-])=O.[Na+].[Na+]. The catalyst is C(O)(=O)C. The product is [Br:1][C:11]1[C:12]([CH3:15])=[C:13]([CH3:14])[C:6]2[O:5][C:4]([CH3:16])([CH3:3])[C:8](=[O:9])[C:7]=2[CH:10]=1. The yield is 0.880.